Dataset: Forward reaction prediction with 1.9M reactions from USPTO patents (1976-2016). Task: Predict the product of the given reaction. (1) Given the reactants C([Li])CCC.Br[C:7]1[S:11][C:10]([C:12]#[N:13])=[CH:9][CH:8]=1.[CH2:14]([Sn:18](Cl)([CH2:23][CH2:24][CH2:25][CH3:26])[CH2:19][CH2:20][CH2:21][CH3:22])[CH2:15][CH2:16][CH3:17], predict the reaction product. The product is: [CH2:23]([Sn:18]([CH2:14][CH2:15][CH2:16][CH3:17])([CH2:19][CH2:20][CH2:21][CH3:22])[C:7]1[S:11][C:10]([C:12]#[N:13])=[CH:9][CH:8]=1)[CH2:24][CH2:25][CH3:26]. (2) The product is: [NH2:1][C:2]1[N:7]([CH3:8])[C:6](=[O:9])[C:5]([CH3:10])([CH3:11])[C@:4]([C:13]2[CH:18]=[C:17]([NH:19][CH:22]3[C:30]4[CH:29]=[CH:28][CH:27]=[C:26]([C:31]([OH:33])=[O:32])[C:25]=4[CH2:24][CH2:23]3)[CH:16]=[CH:15][C:14]=2[F:20])([CH3:12])[N:3]=1. Given the reactants [NH2:1][C:2]1[N:7]([CH3:8])[C:6](=[O:9])[C:5]([CH3:11])([CH3:10])[C@:4]([C:13]2[CH:18]=[C:17]([NH2:19])[CH:16]=[CH:15][C:14]=2[F:20])([CH3:12])[N:3]=1.O=[C:22]1[C:30]2[CH:29]=[CH:28][CH:27]=[C:26]([C:31]([OH:33])=[O:32])[C:25]=2[CH2:24][CH2:23]1.[B][B][B][B][B][B][B][B][B][B], predict the reaction product. (3) Given the reactants [C:1]([C:4]12[CH2:11][CH2:10][C:7]([NH:12][CH2:13][C:14]([N:16]3[CH2:20][C@@H:19]([F:21])[CH2:18][C@H:17]3[C:22]#[N:23])=[O:15])([CH2:8][CH2:9]1)[CH2:6][CH2:5]2)([OH:3])=O.[NH2:24][C:25]1[S:26][CH:27]=[N:28][N:29]=1, predict the reaction product. The product is: [S:26]1[CH:27]=[N:28][N:29]=[C:25]1[NH:24][C:1]([C:4]12[CH2:9][CH2:8][C:7]([NH:12][CH2:13][C:14]([N:16]3[CH2:20][C@@H:19]([F:21])[CH2:18][C@H:17]3[C:22]#[N:23])=[O:15])([CH2:10][CH2:11]1)[CH2:6][CH2:5]2)=[O:3]. (4) Given the reactants [C:1]1([S:7][CH:8]([S:25][C:26]2[CH:31]=[CH:30][CH:29]=[CH:28][CH:27]=2)[CH2:9][C:10]([S:18][C:19]2[CH:24]=[CH:23][CH:22]=[CH:21][CH:20]=2)=[N:11][C:12]2[CH:17]=[CH:16][CH:15]=[CH:14][CH:13]=2)[CH:6]=[CH:5][CH:4]=[CH:3][CH:2]=1.ClN1C(=O)CCC1=O, predict the reaction product. The product is: [C:26]1([S:25][C:8]([S:7][C:1]2[CH:2]=[CH:3][CH:4]=[CH:5][CH:6]=2)=[CH:9][C:10]([S:18][C:19]2[CH:20]=[CH:21][CH:22]=[CH:23][CH:24]=2)=[N:11][C:12]2[CH:17]=[CH:16][CH:15]=[CH:14][CH:13]=2)[CH:27]=[CH:28][CH:29]=[CH:30][CH:31]=1. (5) Given the reactants [F:1][C:2]1[CH:7]=[CH:6][C:5]([C:8]2([CH2:21][O:22][CH:23]([C:25]3[CH:26]=[C:27]([C:35]([F:38])([F:37])[F:36])[CH:28]=[C:29]4[C:33]=3[N:32](C)[CH:31]=[CH:30]4)[CH3:24])[CH2:13][CH2:12][N:11]([C:14]([O:16][C:17]([CH3:20])([CH3:19])[CH3:18])=[O:15])[CH2:10][CH2:9]2)=[CH:4][CH:3]=1.C(=O)=O, predict the reaction product. The product is: [F:1][C:2]1[CH:7]=[CH:6][C:5]([C:8]2([CH2:21][O:22][CH:23]([C:25]3[CH:26]=[C:27]([C:35]([F:37])([F:36])[F:38])[CH:28]=[C:29]4[C:33]=3[NH:32][CH:31]=[CH:30]4)[CH3:24])[CH2:9][CH2:10][N:11]([C:14]([O:16][C:17]([CH3:19])([CH3:18])[CH3:20])=[O:15])[CH2:12][CH2:13]2)=[CH:4][CH:3]=1. (6) Given the reactants Br[C:2]1[CH:7]=[CH:6][C:5]([CH2:8][CH:9]([NH:11][C:12](=[O:14])[CH3:13])[CH3:10])=[CH:4][CH:3]=1.[Na+].[I-:16], predict the reaction product. The product is: [I:16][C:2]1[CH:7]=[CH:6][C:5]([CH2:8][CH:9]([NH:11][C:12](=[O:14])[CH3:13])[CH3:10])=[CH:4][CH:3]=1. (7) Given the reactants [C:1]1([CH2:7][C:8](=[N:12][NH:13][C:14]2[S:15][CH:16]=[C:17]([C:19]3[CH:24]=[CH:23][CH:22]=[CH:21][CH:20]=3)[N:18]=2)[C:9]([OH:11])=[O:10])[CH:6]=[CH:5][CH:4]=[CH:3][CH:2]=1.S(Cl)(Cl)=O.[CH3:29]O, predict the reaction product. The product is: [CH3:29][O:10][C:9](=[O:11])[C:8](=[N:12][NH:13][C:14]1[S:15][CH:16]=[C:17]([C:19]2[CH:24]=[CH:23][CH:22]=[CH:21][CH:20]=2)[N:18]=1)[CH2:7][C:1]1[CH:2]=[CH:3][CH:4]=[CH:5][CH:6]=1. (8) Given the reactants [CH2:1]([C@@H:3]1[CH2:7][CH2:6][CH2:5][N:4]1[C:8]1[N:13]=[C:12]([NH:14][CH3:15])[N:11]=[C:10]([C:16]2[CH:23]=[C:22](F)[C:19]([C:20]#[N:21])=[C:18]([F:25])[CH:17]=2)[CH:9]=1)[CH3:2].[Na].[CH3:27][SH:28].O, predict the reaction product. The product is: [CH2:1]([C@@H:3]1[CH2:7][CH2:6][CH2:5][N:4]1[C:8]1[N:13]=[C:12]([NH:14][CH3:15])[N:11]=[C:10]([C:16]2[CH:23]=[C:22]([S:28][CH3:27])[C:19]([C:20]#[N:21])=[C:18]([F:25])[CH:17]=2)[CH:9]=1)[CH3:2].